This data is from Peptide-MHC class II binding affinity with 134,281 pairs from IEDB. The task is: Regression. Given a peptide amino acid sequence and an MHC pseudo amino acid sequence, predict their binding affinity value. This is MHC class II binding data. (1) The peptide sequence is INLPTAAAIAYGLDR. The MHC is HLA-DQA10501-DQB10301 with pseudo-sequence HLA-DQA10501-DQB10301. The binding affinity (normalized) is 0.728. (2) The peptide sequence is MAKKGGEAMDTISVF. The MHC is HLA-DQA10501-DQB10303 with pseudo-sequence HLA-DQA10501-DQB10303. The binding affinity (normalized) is 0.414. (3) The binding affinity (normalized) is 0.159. The MHC is DRB1_0401 with pseudo-sequence DRB1_0401. The peptide sequence is RQDLELSWNLNGLQAY. (4) The MHC is HLA-DPA10201-DPB11401 with pseudo-sequence HLA-DPA10201-DPB11401. The binding affinity (normalized) is 0.0293. The peptide sequence is GELELQFRRVKCKYP. (5) The peptide sequence is LVQDDVIPANWKPDT. The MHC is DRB1_0901 with pseudo-sequence DRB1_0901. The binding affinity (normalized) is 0.210. (6) The peptide sequence is FETNVSHNVQGATVA. The MHC is HLA-DPA10201-DPB10101 with pseudo-sequence HLA-DPA10201-DPB10101. The binding affinity (normalized) is 0.0311.